Task: Predict the product of the given reaction.. Dataset: Forward reaction prediction with 1.9M reactions from USPTO patents (1976-2016) (1) Given the reactants [CH2:1]([N:8]1[CH2:13][CH2:12][CH:11]([CH2:14][CH2:15][CH2:16][OH:17])[CH2:10][CH2:9]1)[C:2]1[CH:7]=[CH:6][CH:5]=[CH:4][CH:3]=1.C(N(CC)CC)C.[CH3:25][S:26](Cl)(=[O:28])=[O:27], predict the reaction product. The product is: [CH2:1]([N:8]1[CH2:13][CH2:12][CH:11]([CH2:14][CH2:15][CH2:16][O:17][S:26]([CH3:25])(=[O:28])=[O:27])[CH2:10][CH2:9]1)[C:2]1[CH:7]=[CH:6][CH:5]=[CH:4][CH:3]=1. (2) The product is: [CH:18]([C:15]1[N:16]=[CH:17][C:12]([O:11][CH2:10][C@@H:9]([NH:8][C:6](=[O:7])[O:5][C:1]([CH3:4])([CH3:3])[CH3:2])[CH3:22])=[CH:13][CH:14]=1)=[O:19]. Given the reactants [C:1]([O:5][C:6]([NH:8][C@@H:9]([CH3:22])[CH2:10][O:11][C:12]1[CH:13]=[CH:14][C:15]([C:18](OC)=[O:19])=[N:16][CH:17]=1)=[O:7])([CH3:4])([CH3:3])[CH3:2].C1(C)C=CC=CC=1.[H-].C([Al+]CC(C)C)C(C)C.O.O.O.O.O.O.O.O.O.O.S([O-])([O-])(=O)=O.[Na+].[Na+], predict the reaction product. (3) Given the reactants [Cl:1][C:2]1[S:6][C:5]([CH:7]2OCC[O:8]2)=[CH:4][C:3]=1[CH:12]([C:15]1[CH:20]=[CH:19][CH:18]=[C:17]([Cl:21])[CH:16]=1)[O:13][CH3:14], predict the reaction product. The product is: [Cl:1][C:2]1[S:6][C:5]([CH:7]=[O:8])=[CH:4][C:3]=1[CH:12]([C:15]1[CH:20]=[CH:19][CH:18]=[C:17]([Cl:21])[CH:16]=1)[O:13][CH3:14]. (4) The product is: [C:19]1([CH3:31])[CH:20]=[CH:21][C:22]([S:25]([O-:28])(=[O:26])=[O:27])=[CH:23][CH:24]=1.[OH:14][CH2:15][CH2:16][CH2:17][N+:6]1[C:5]2[CH:7]=[CH:8][CH:9]=[CH:10][C:4]=2[S:3][C:2]=1[CH3:1]. Given the reactants [CH3:1][C:2]1[S:3][C:4]2[CH:10]=[CH:9][CH:8]=[CH:7][C:5]=2[N:6]=1.C([O:14][CH2:15][CH2:16][CH2:17]I)(=O)C.[C:19]1([CH3:31])[CH:24]=[CH:23][C:22]([S:25]([O:28]CC)(=[O:27])=[O:26])=[CH:21][CH:20]=1.C(I)C, predict the reaction product. (5) Given the reactants [CH2:1]([O:3][C:4]([CH:6]1[C:14]2[N:13]=[CH:12][NH:11][C:10]=2[CH2:9][CH2:8][CH2:7]1)=[O:5])[CH3:2].C(N(CC)CC)C.[C:22](Cl)([C:35]1[CH:40]=[CH:39][CH:38]=[CH:37][CH:36]=1)([C:29]1[CH:34]=[CH:33][CH:32]=[CH:31][CH:30]=1)[C:23]1[CH:28]=[CH:27][CH:26]=[CH:25][CH:24]=1, predict the reaction product. The product is: [CH2:1]([O:3][C:4]([CH:6]1[C:14]2[N:13]=[CH:12][N:11]([C:22]([C:23]3[CH:28]=[CH:27][CH:26]=[CH:25][CH:24]=3)([C:35]3[CH:36]=[CH:37][CH:38]=[CH:39][CH:40]=3)[C:29]3[CH:30]=[CH:31][CH:32]=[CH:33][CH:34]=3)[C:10]=2[CH2:9][CH2:8][CH2:7]1)=[O:5])[CH3:2]. (6) The product is: [F:31][C:25]1[C:26]([F:30])=[CH:27][CH:28]=[CH:29][C:24]=1[C@@:13]1([NH:12][C:10]([NH:9][C:1](=[O:8])[C:2]2[CH:7]=[CH:6][CH:5]=[CH:4][CH:3]=2)=[S:11])[C@H:14]([CH2:22][OH:23])[C@@H:15]([C:18]([F:21])([F:19])[F:20])[O:16][CH2:17]1. Given the reactants [C:1]([N:9]=[C:10]=[S:11])(=[O:8])[C:2]1[CH:7]=[CH:6][CH:5]=[CH:4][CH:3]=1.[NH2:12][C@@:13]1([C:24]2[CH:29]=[CH:28][CH:27]=[C:26]([F:30])[C:25]=2[F:31])[CH2:17][O:16][C@H:15]([C:18]([F:21])([F:20])[F:19])[C@H:14]1[CH2:22][OH:23].C(=O)(O)[O-].[Na+], predict the reaction product. (7) Given the reactants Br[C:2]1[CH:3]=[C:4]([CH2:11][OH:12])[C:5]2[N:6]([N:8]=[CH:9][N:10]=2)[CH:7]=1.C(OC([N:20]1[C:24](B(O)O)=[CH:23][C:22]([CH3:28])=[N:21]1)=O)(C)(C)C.C(Cl)Cl.C(=O)([O-])[O-].[Na+].[Na+], predict the reaction product. The product is: [CH3:28][C:22]1[CH:23]=[C:24]([C:2]2[CH:3]=[C:4]([CH2:11][OH:12])[C:5]3[N:6]([N:8]=[CH:9][N:10]=3)[CH:7]=2)[NH:20][N:21]=1.